This data is from Reaction yield outcomes from USPTO patents with 853,638 reactions. The task is: Predict the reaction yield, written as a fraction of the theoretical maximum amount of product (1.0 means a 100% yield; for example, 0.34 means a 34% yield). (1) The reactants are [CH3:1][C:2]1[C:7]([CH:8]2[CH2:13][CH:12](CS([O-])(=O)=O)[CH2:11][CH2:10][O:9]2)=[CH:6][CH:5]=[C:4]([CH3:19])[N:3]=1.C([O-])([O-])=O.[Cs+].[Cs+].[F:26][C:27]([F:36])([F:35])[C:28]1[CH:29]=[C:30]([SH:34])[CH:31]=[CH:32][CH:33]=1. The catalyst is CN(C=O)C.C([O-])(O)=O.[Na+]. The product is [CH3:1][C:2]1[C:7]([CH:8]2[CH2:13][CH:12]([S:34][C:30]3[CH:31]=[CH:32][CH:33]=[C:28]([C:27]([F:26])([F:35])[F:36])[CH:29]=3)[CH2:11][CH2:10][O:9]2)=[CH:6][CH:5]=[C:4]([CH3:19])[N:3]=1. The yield is 0.740. (2) The reactants are Br[C:2]1[CH:3]=[C:4]([NH:10][C:11]2[CH:23]=[C:14]3[CH2:15][N:16]([CH:19]4[CH2:22][O:21][CH2:20]4)[CH2:17][CH2:18][N:13]3[N:12]=2)[C:5](=[O:9])[N:6]([CH3:8])[CH:7]=1.[C:24]([O:27][CH2:28][C:29]1[C:34](B2OC(C)(C)C(C)(C)O2)=[CH:33][CH:32]=[CH:31][C:30]=1[N:44]1[CH2:56][CH2:55][N:47]2[C:48]3[CH2:49][CH2:50][CH2:51][CH2:52][C:53]=3[CH:54]=[C:46]2[C:45]1=[O:57])(=[O:26])[CH3:25].CC([O-])=O.[Na+]. The catalyst is CC#N.C1C=CC(P(C2C=CC=CC=2)[C-]2C=CC=C2)=CC=1.C1C=CC(P(C2C=CC=CC=2)[C-]2C=CC=C2)=CC=1.Cl[Pd]Cl.[Fe+2]. The product is [C:24]([O:27][CH2:28][C:29]1[C:30]([N:44]2[CH2:56][CH2:55][N:47]3[C:48]4[CH2:49][CH2:50][CH2:51][CH2:52][C:53]=4[CH:54]=[C:46]3[C:45]2=[O:57])=[CH:31][CH:32]=[CH:33][C:34]=1[C:2]1[CH:3]=[C:4]([NH:10][C:11]2[CH:23]=[C:14]3[CH2:15][N:16]([CH:19]4[CH2:22][O:21][CH2:20]4)[CH2:17][CH2:18][N:13]3[N:12]=2)[C:5](=[O:9])[N:6]([CH3:8])[CH:7]=1)(=[O:26])[CH3:25]. The yield is 0.380. (3) The product is [CH2:2]([C:4]1[S:24][C:7]2[N:8]=[C:9]([S:18][CH2:19][C:20]([O:22][CH3:23])=[O:21])[N:10]=[C:11]([N:12]3[CH2:17][CH2:16][N:15]([C:34](=[O:43])[C:35]4[CH:40]=[CH:39][CH:38]=[C:37]([O:41][CH3:42])[CH:36]=4)[CH2:14][CH2:13]3)[C:6]=2[CH:5]=1)[CH3:3]. The catalyst is CN(C=O)C. The reactants are Cl.[CH2:2]([C:4]1[S:24][C:7]2[N:8]=[C:9]([S:18][CH2:19][C:20]([O:22][CH3:23])=[O:21])[N:10]=[C:11]([N:12]3[CH2:17][CH2:16][NH:15][CH2:14][CH2:13]3)[C:6]=2[CH:5]=1)[CH3:3].C(N(C(C)C)CC)(C)C.[C:34](O)(=[O:43])[C:35]1[CH:40]=[CH:39][CH:38]=[C:37]([O:41][CH3:42])[CH:36]=1.CN(C(ON1N=NC2C=CC=NC1=2)=[N+](C)C)C.F[P-](F)(F)(F)(F)F. The yield is 0.540. (4) The reactants are [Cl:1][C:2]1[N:10]=[CH:9][CH:8]=[CH:7][C:3]=1[C:4]([OH:6])=[O:5].CO.[CH3:13][Si](C=[N+]=[N-])(C)C. The catalyst is C1(C)C=CC=CC=1. The product is [CH3:13][O:5][C:4](=[O:6])[C:3]1[CH:7]=[CH:8][CH:9]=[N:10][C:2]=1[Cl:1]. The yield is 1.00. (5) The reactants are Br[C:2]1[CH:9]=[CH:8][C:5]([C:6]#[N:7])=[CH:4][C:3]=1[Cl:10].[Cl-].[C:12]([O:16][C:17](=[O:20])[CH2:18][Zn+])([CH3:15])([CH3:14])[CH3:13].C1(P(C2CCCCC2)C2C=CC=CC=2C2C(N(C)C)=CC=CC=2)CCCCC1. The catalyst is C1COCC1.C1C=CC(/C=C/C(/C=C/C2C=CC=CC=2)=O)=CC=1.C1C=CC(/C=C/C(/C=C/C2C=CC=CC=2)=O)=CC=1.[Pd]. The product is [Cl:10][C:3]1[CH:4]=[C:5]([C:6]#[N:7])[CH:8]=[CH:9][C:2]=1[CH2:18][C:17]([O:16][C:12]([CH3:15])([CH3:14])[CH3:13])=[O:20]. The yield is 0.390.